This data is from Reaction yield outcomes from USPTO patents with 853,638 reactions. The task is: Predict the reaction yield, written as a fraction of the theoretical maximum amount of product (1.0 means a 100% yield; for example, 0.34 means a 34% yield). (1) The reactants are [F:1][C:2]1[CH:3]=[C:4]([C:20]2[C:21]([C:26]#[N:27])=[CH:22][CH:23]=[CH:24][CH:25]=2)[CH:5]=[CH:6][C:7]=1[CH2:8][C:9]1[C:14](=[O:15])[NH:13][C:12]([CH3:16])=[N:11][C:10]=1[CH2:17][CH2:18][CH3:19].[CH:28]([O:31][C:32]1[CH:37]=[CH:36][C:35](B(O)O)=[CH:34][CH:33]=1)([CH3:30])[CH3:29].N1C=CC=CC=1.C(N(CC)CC)C. The catalyst is C(OCC)(=O)C.C([O-])(=O)C.[Cu+2].C([O-])(=O)C.ClCCl. The product is [F:1][C:2]1[CH:3]=[C:4]([C:20]2[C:21]([C:26]#[N:27])=[CH:22][CH:23]=[CH:24][CH:25]=2)[CH:5]=[CH:6][C:7]=1[CH2:8][C:9]1[C:14](=[O:15])[N:13]([C:35]2[CH:36]=[CH:37][C:32]([O:31][CH:28]([CH3:30])[CH3:29])=[CH:33][CH:34]=2)[C:12]([CH3:16])=[N:11][C:10]=1[CH2:17][CH2:18][CH3:19]. The yield is 0.420. (2) The reactants are Cl[C:2]1[CH:7]=[C:6]([C:8]2[C:9]([C:17]3[S:18][C:19]([Cl:22])=[CH:20][CH:21]=3)=[N:10][N:11]([CH:13]([CH2:15][CH3:16])[CH3:14])[CH:12]=2)[CH:5]=[CH:4][N:3]=1.[BrH:23].C(=O)([O-])[O-].[K+].[K+]. The catalyst is C(O)(=O)C. The product is [Br:23][C:2]1[CH:7]=[C:6]([C:8]2[C:9]([C:17]3[S:18][C:19]([Cl:22])=[CH:20][CH:21]=3)=[N:10][N:11]([CH:13]([CH2:15][CH3:16])[CH3:14])[CH:12]=2)[CH:5]=[CH:4][N:3]=1. The yield is 0.790. (3) The reactants are Br[C:2]1[N:7]=[CH:6][C:5]([CH3:8])=[CH:4][CH:3]=1.[C:9]1(B(O)O)[CH:14]=[CH:13][CH:12]=[CH:11][CH:10]=1.C1(P(C2C=CC=CC=2)C2C=CC=CC=2)C=CC=CC=1.C([O-])([O-])=O.[K+].[K+]. The catalyst is C([O-])(=O)C.[Pd+2].C([O-])(=O)C.C(COC)OC. The product is [CH3:8][C:5]1[CH:6]=[N:7][C:2]([C:9]2[CH:14]=[CH:13][CH:12]=[CH:11][CH:10]=2)=[CH:3][CH:4]=1. The yield is 0.841. (4) The reactants are [Cl:1][C:2]1[CH:7]=[C:6]([C:8](=[NH:22])[NH:9][C:10](=[O:21])[C:11]2[C:16](F)=[CH:15][N:14]=[CH:13][C:12]=2[CH:18]2[CH2:20][CH2:19]2)[CH:5]=[CH:4][N:3]=1.C([O-])([O-])=O.[Cs+].[Cs+].CC(N(C)C)=O. The catalyst is C(O)(=O)C. The product is [Cl:1][C:2]1[CH:7]=[C:6]([C:8]2[N:9]=[C:10]([OH:21])[C:11]3[C:12]([CH:18]4[CH2:20][CH2:19]4)=[CH:13][N:14]=[CH:15][C:16]=3[N:22]=2)[CH:5]=[CH:4][N:3]=1. The yield is 0.780. (5) The reactants are [F:1][C:2]1[CH:10]=[C:9]2[C:5]([C:6]([C:20]3[CH:21]=[N:22][NH:23][CH:24]=3)=[CH:7][N:8]2[S:11]([C:14]2[CH:19]=[CH:18][CH:17]=[CH:16][CH:15]=2)(=[O:13])=[O:12])=[CH:4][CH:3]=1.CS(O[CH2:30][CH2:31][N:32]1[CH2:36][CH2:35][NH:34][C:33]1=[O:37])(=O)=O.C([O-])(O)=O.[Na+]. The catalyst is CCO. The product is [F:1][C:2]1[CH:10]=[C:9]2[C:5]([C:6]([C:20]3[CH:24]=[N:23][N:22]([CH2:30][CH2:31][N:32]4[CH2:36][CH2:35][NH:34][C:33]4=[O:37])[CH:21]=3)=[CH:7][N:8]2[S:11]([C:14]2[CH:15]=[CH:16][CH:17]=[CH:18][CH:19]=2)(=[O:12])=[O:13])=[CH:4][CH:3]=1. The yield is 0.250. (6) The reactants are [C:1]([O:5][C:6]([N:8]1[CH2:13][CH2:12][CH:11]([O:14][C:15]2[CH:20]=[CH:19][C:18]([CH2:21][CH2:22][OH:23])=[CH:17][CH:16]=2)[CH2:10][CH2:9]1)=[O:7])([CH3:4])([CH3:3])[CH3:2].CC(OI1(OC(C)=O)(OC(C)=O)OC(=O)C2C=CC=CC1=2)=O. The catalyst is C(Cl)Cl. The product is [C:1]([O:5][C:6]([N:8]1[CH2:9][CH2:10][CH:11]([O:14][C:15]2[CH:16]=[CH:17][C:18]([CH2:21][CH:22]=[O:23])=[CH:19][CH:20]=2)[CH2:12][CH2:13]1)=[O:7])([CH3:4])([CH3:3])[CH3:2]. The yield is 0.350. (7) The reactants are C(NC1C=CC(C2C=C3C(CN([C@@H](C(C)C)C(O)=O)C3=O)=CC=2)=CC=1)(=O)C1C=CC=CC=1.[CH3:33][CH:34]([CH3:70])[C@H:35]([N:40]1[CH2:48][C:47]2[C:42](=[CH:43][C:44]([C:49]3[CH:54]=[CH:53][C:52]([NH:55][C:56]([C:58]4[O:59][C:60]([C:63]5[CH:68]=[CH:67][CH:66]=[CH:65][CH:64]=5)=[CH:61][N:62]=4)=[O:57])=[CH:51][N:50]=3)=[CH:45][CH:46]=2)[C:41]1=[O:69])[C:36]([O:38]C)=[O:37]. No catalyst specified. The product is [CH3:33][CH:34]([CH3:70])[C@H:35]([N:40]1[CH2:48][C:47]2[C:42](=[CH:43][C:44]([C:49]3[CH:54]=[CH:53][C:52]([NH:55][C:56]([C:58]4[O:59][C:60]([C:63]5[CH:68]=[CH:67][CH:66]=[CH:65][CH:64]=5)=[CH:61][N:62]=4)=[O:57])=[CH:51][N:50]=3)=[CH:45][CH:46]=2)[C:41]1=[O:69])[C:36]([OH:38])=[O:37]. The yield is 0.770. (8) The reactants are [CH3:1][O:2][P:3](/[CH:7]=[CH:8]/[C@@H:9]1[C@@H:13]([O:14][CH3:15])[C@@H:12]([O:16][Si:17]([C:20]([CH3:23])([CH3:22])[CH3:21])([CH3:19])[CH3:18])[C@H:11]([N:24]2[CH:32]=[N:31][C:30]3[C:25]2=[N:26][CH:27]=[N:28][C:29]=3[NH:33][C:34](=[O:41])[C:35]2[CH:40]=[CH:39][CH:38]=[CH:37][CH:36]=2)[O:10]1)(=[O:6])[O:4][CH3:5]. The catalyst is [OH-].[OH-].[Pd+2]. The product is [CH3:5][O:4][P:3]([CH2:7][CH2:8][C@@H:9]1[C@@H:13]([O:14][CH3:15])[C@@H:12]([O:16][Si:17]([C:20]([CH3:23])([CH3:22])[CH3:21])([CH3:19])[CH3:18])[C@H:11]([N:24]2[CH:32]=[N:31][C:30]3[C:25]2=[N:26][CH:27]=[N:28][C:29]=3[NH:33][C:34](=[O:41])[C:35]2[CH:36]=[CH:37][CH:38]=[CH:39][CH:40]=2)[O:10]1)(=[O:6])[O:2][CH3:1]. The yield is 0.730. (9) The reactants are Cl[C:2]1[N:3]=[C:4]([C:30]2[C:35]([O:36][CH3:37])=[CH:34][C:33]([C:38]3[CH:43]=[CH:42][CH:41]=[C:40]([F:44])[CH:39]=3)=[C:32]([Cl:45])[CH:31]=2)[C:5]2[C:10]([CH:11]=1)=[CH:9][C:8]([S:12]([N:15]([C:25]1[CH:29]=[CH:28][O:27][N:26]=1)[CH2:16][C:17]1[CH:22]=[CH:21][C:20]([O:23][CH3:24])=[CH:19][CH:18]=1)(=[O:14])=[O:13])=[CH:7][CH:6]=2.[C:46](=O)([O-])[O-:47].[Cs+].[Cs+].C(P(C(C)(C)C)C1C=CC=CC=1C1C(C(C)C)=CC(C(C)C)=CC=1C(C)C)(C)(C)C. The catalyst is C([O-])(=O)C.[Pd+2].C([O-])(=O)C. The product is [Cl:45][C:32]1[CH:31]=[C:30]([C:4]2[C:5]3[C:10](=[CH:9][C:8]([S:12]([N:15]([C:25]4[CH:29]=[CH:28][O:27][N:26]=4)[CH2:16][C:17]4[CH:22]=[CH:21][C:20]([O:23][CH3:24])=[CH:19][CH:18]=4)(=[O:13])=[O:14])=[CH:7][CH:6]=3)[CH:11]=[C:2]([O:47][CH3:46])[N:3]=2)[C:35]([O:36][CH3:37])=[CH:34][C:33]=1[C:38]1[CH:43]=[CH:42][CH:41]=[C:40]([F:44])[CH:39]=1. The yield is 0.485. (10) The product is [Cl:1][C:2]1[CH:7]=[C:6]([C:8]2[N:13]=[N:12][C:11]([O:28][CH2:27][C:24]3[CH:23]=[CH:22][C:21]([CH:20]([O:19][CH3:18])[O:29][CH3:30])=[CH:26][CH:25]=3)=[N:10][CH:9]=2)[CH:5]=[C:4]([Cl:16])[C:3]=1[OH:17]. The yield is 0.530. The reactants are [Cl:1][C:2]1[CH:7]=[C:6]([C:8]2[N:13]=[N:12][C:11](SC)=[N:10][CH:9]=2)[CH:5]=[C:4]([Cl:16])[C:3]=1[OH:17].[CH3:18][O:19][CH:20]([O:29][CH3:30])[C:21]1[CH:26]=[CH:25][C:24]([CH2:27][OH:28])=[CH:23][CH:22]=1.CC(C)([O-])C.[K+].P([O-])([O-])([O-])=O. The catalyst is C1COCC1.ClCCl.